From a dataset of Forward reaction prediction with 1.9M reactions from USPTO patents (1976-2016). Predict the product of the given reaction. (1) The product is: [O:22]=[C:21]1[CH:20]=[CH:19][C:17](=[O:18])[N:16]1[CH2:15][CH2:14][CH2:13][CH2:12][CH2:11][C:9](=[O:10])[NH:23][CH2:24][CH2:25][O:26][CH2:27][CH2:28][O:29][CH2:30][CH2:31][O:32][CH2:33][CH2:34][N:35]1[CH:39]=[C:38]([C:40]2[CH:45]=[C:44]([CH2:46][O:47][C:48]3[C:77]([O:78][CH3:79])=[CH:76][C:51]4[C:52](=[O:75])[N:53]5[CH2:73][C:72](=[CH2:74])[CH2:71][C@H:54]5[C@H:55]([O:64][CH:65]5[CH2:70][CH2:69][CH2:68][CH2:67][O:66]5)[N:56]([C:57]([O:59][C:60]([CH3:63])([CH3:62])[CH3:61])=[O:58])[C:50]=4[CH:49]=3)[CH:43]=[C:42]([CH2:80][O:81][C:82]3[C:111]([O:112][CH3:113])=[CH:110][C:85]4[C:86](=[O:109])[N:87]5[CH2:107][C:106](=[CH2:108])[CH2:105][C@H:88]5[C@H:89]([O:98][CH:99]5[CH2:104][CH2:103][CH2:102][CH2:101][O:100]5)[N:90]([C:91]([O:93][C:94]([CH3:96])([CH3:95])[CH3:97])=[O:92])[C:84]=4[CH:83]=3)[CH:41]=2)[N:37]=[N:36]1. Given the reactants C1C(=O)N(O[C:9]([CH2:11][CH2:12][CH2:13][CH2:14][CH2:15][N:16]2[C:21](=[O:22])[CH:20]=[CH:19][C:17]2=[O:18])=[O:10])C(=O)C1.[NH2:23][CH2:24][CH2:25][O:26][CH2:27][CH2:28][O:29][CH2:30][CH2:31][O:32][CH2:33][CH2:34][N:35]1[CH:39]=[C:38]([C:40]2[CH:41]=[C:42]([CH2:80][O:81][C:82]3[C:111]([O:112][CH3:113])=[CH:110][C:85]4[C:86](=[O:109])[N:87]5[CH2:107][C:106](=[CH2:108])[CH2:105][C@H:88]5[C@H:89]([O:98][CH:99]5[CH2:104][CH2:103][CH2:102][CH2:101][O:100]5)[N:90]([C:91]([O:93][C:94]([CH3:97])([CH3:96])[CH3:95])=[O:92])[C:84]=4[CH:83]=3)[CH:43]=[C:44]([CH2:46][O:47][C:48]3[C:77]([O:78][CH3:79])=[CH:76][C:51]4[C:52](=[O:75])[N:53]5[CH2:73][C:72](=[CH2:74])[CH2:71][C@H:54]5[C@H:55]([O:64][CH:65]5[CH2:70][CH2:69][CH2:68][CH2:67][O:66]5)[N:56]([C:57]([O:59][C:60]([CH3:63])([CH3:62])[CH3:61])=[O:58])[C:50]=4[CH:49]=3)[CH:45]=2)[N:37]=[N:36]1, predict the reaction product. (2) Given the reactants Cl.[Cl:2][CH2:3][CH:4]([NH2:9])[CH2:5][CH:6]([CH3:8])[CH3:7].C(N(CC)CC)C.[CH2:17]([O:19][C:20]1[N:21]([CH2:32][C:33]2[CH:38]=[CH:37][C:36]([C:39]3[CH:44]=[CH:43][CH:42]=[CH:41][C:40]=3[C:45]3[NH:49][N:48]=[N:47][N:46]=3)=[CH:35][CH:34]=2)[C:22]2[C:28]([C:29](O)=[O:30])=[CH:27][CH:26]=[CH:25][C:23]=2[N:24]=1)[CH3:18].C1C=CC2N(O)N=NC=2C=1.CCN=C=NCCCN(C)C.Cl, predict the reaction product. The product is: [Cl:2][CH2:3][CH:4]([NH:9][C:29]([C:28]1[C:22]2[N:21]([CH2:32][C:33]3[CH:38]=[CH:37][C:36]([C:39]4[CH:44]=[CH:43][CH:42]=[CH:41][C:40]=4[C:45]4[NH:49][N:48]=[N:47][N:46]=4)=[CH:35][CH:34]=3)[C:20]([O:19][CH2:17][CH3:18])=[N:24][C:23]=2[CH:25]=[CH:26][CH:27]=1)=[O:30])[CH2:5][CH:6]([CH3:8])[CH3:7]. (3) Given the reactants [NH2:1][C:2]1[N:7]=[C:6]([CH2:8][CH:9]([CH:11]2[CH2:16][CH2:15][N:14]([C:17]([O:19][C:20]([CH3:23])([CH3:22])[CH3:21])=[O:18])[CH2:13][CH2:12]2)[OH:10])[CH:5]=[CH:4][CH:3]=1.[CH2:24]([O:26][C:27]([N:29]=[C:30]=[S:31])=[O:28])[CH3:25], predict the reaction product. The product is: [CH2:24]([O:26][C:27]([NH:29][C:30](=[S:31])[NH:1][C:2]1[N:7]=[C:6]([CH2:8][CH:9]([CH:11]2[CH2:16][CH2:15][N:14]([C:17]([O:19][C:20]([CH3:23])([CH3:22])[CH3:21])=[O:18])[CH2:13][CH2:12]2)[OH:10])[CH:5]=[CH:4][CH:3]=1)=[O:28])[CH3:25]. (4) Given the reactants [NH2:1][C:2]1[CH:19]=[CH:18][C:5]([O:6][C:7]2[C:16]3[N:15]=[CH:14][C:13](=[O:17])[NH:12][C:11]=3[N:10]=[CH:9][CH:8]=2)=[CH:4][C:3]=1[F:20].[C:21]([C:25]1[CH:29]=[C:28]([N:30]=[C:31]=[O:32])[N:27]([C:33]2[CH:38]=[CH:37][C:36]([S:39]([CH3:42])(=[O:41])=[O:40])=[CH:35][CH:34]=2)[N:26]=1)([CH3:24])([CH3:23])[CH3:22].C(Cl)Cl, predict the reaction product. The product is: [C:21]([C:25]1[CH:29]=[C:28]([NH:30][C:31]([NH:1][C:2]2[CH:19]=[CH:18][C:5]([O:6][C:7]3[C:16]4[N:15]=[CH:14][C:13](=[O:17])[NH:12][C:11]=4[N:10]=[CH:9][CH:8]=3)=[CH:4][C:3]=2[F:20])=[O:32])[N:27]([C:33]2[CH:38]=[CH:37][C:36]([S:39]([CH3:42])(=[O:41])=[O:40])=[CH:35][CH:34]=2)[N:26]=1)([CH3:24])([CH3:22])[CH3:23]. (5) Given the reactants [N:1]1[CH:6]=[CH:5][CH:4]=[CH:3][C:2]=1[C@H:7]([NH:9][C:10]([C:12]1[C:20]2[C:15](=[N:16][CH:17]=[C:18]([C:21]3[C:29]4[C:24](=[CH:25][C:26]([F:30])=[CH:27][CH:28]=4)[N:23]([CH3:31])[N:22]=3)[N:19]=2)[N:14](COCC[Si](C)(C)C)[CH:13]=1)=[O:11])[CH3:8].C(O)(C(F)(F)F)=O.C(N)CN.[ClH:51].CO, predict the reaction product. The product is: [ClH:51].[N:1]1[CH:6]=[CH:5][CH:4]=[CH:3][C:2]=1[C@H:7]([NH:9][C:10]([C:12]1[C:20]2[C:15](=[N:16][CH:17]=[C:18]([C:21]3[C:29]4[C:24](=[CH:25][C:26]([F:30])=[CH:27][CH:28]=4)[N:23]([CH3:31])[N:22]=3)[N:19]=2)[NH:14][CH:13]=1)=[O:11])[CH3:8]. (6) Given the reactants [Cl:1][C:2]1[CH:17]=[CH:16][C:5]2[N:6]=[C:7]([NH:9][CH2:10][CH:11]3[CH2:15][CH2:14][NH:13][CH2:12]3)[O:8][C:4]=2[CH:3]=1.Cl.C(OC(N1CC[C@@H](CN)C1)=O)(C)(C)C.ClC1OC2C=C(Cl)C=CC=2N=1, predict the reaction product. The product is: [ClH:1].[Cl:1][C:2]1[CH:17]=[CH:16][C:5]2[N:6]=[C:7]([NH:9][CH2:10][C@@H:11]3[CH2:15][CH2:14][NH:13][CH2:12]3)[O:8][C:4]=2[CH:3]=1. (7) Given the reactants Cl[C:2]1[N:7]=[C:6]([N:8]2[CH2:13][CH2:12][CH:11]([CH2:14][NH:15]C(=O)OC(C)(C)C)[CH2:10][CH2:9]2)[C:5]([C:23]2[CH:28]=[CH:27][N:26]=[CH:25][CH:24]=2)=[CH:4][N:3]=1.[NH2:29][C:30]1[CH:31]=[C:32]2[C:37](=[CH:38][CH:39]=1)[NH:36][C:35](=[O:40])[CH2:34][CH2:33]2, predict the reaction product. The product is: [NH2:15][CH2:14][CH:11]1[CH2:10][CH2:9][N:8]([C:6]2[C:5]([C:23]3[CH:24]=[CH:25][N:26]=[CH:27][CH:28]=3)=[CH:4][N:3]=[C:2]([NH:29][C:30]3[CH:31]=[C:32]4[C:37](=[CH:38][CH:39]=3)[NH:36][C:35](=[O:40])[CH2:34][CH2:33]4)[N:7]=2)[CH2:13][CH2:12]1.